From a dataset of Catalyst prediction with 721,799 reactions and 888 catalyst types from USPTO. Predict which catalyst facilitates the given reaction. (1) Reactant: [I-].[CH3:2][S+](C)(C)=O.[H-].[Na+].[O:9]=[C:10]1[CH2:15][CH2:14][CH2:13][CH:12]([C:16]([O:18][CH3:19])=[O:17])[CH2:11]1. Product: [O:9]1[C:10]2([CH2:15][CH2:14][CH2:13][CH:12]([C:16]([O:18][CH3:19])=[O:17])[CH2:11]2)[CH2:2]1. The catalyst class is: 58. (2) Reactant: [OH:1][C:2]1[CH:3]=[C:4]2[C:9](=[CH:10][CH:11]=1)[CH:8]=[C:7]([CH2:12][NH2+:13][CH3:14])[CH:6]=[CH:5]2.[Br-].C(=O)(O)[O-].[Na+]. The catalyst class is: 6. Product: [CH3:14][NH:13][CH2:12][C:7]1[CH:8]=[C:9]2[C:4](=[CH:5][CH:6]=1)[CH:3]=[C:2]([OH:1])[CH:11]=[CH:10]2. (3) Reactant: [CH3:1][C:2]1([CH3:19])[C:6]([CH3:8])([CH3:7])[O:5][B:4]([C:9]2[CH:10]=[C:11]([CH2:15][C:16]([OH:18])=[O:17])[CH:12]=[CH:13][CH:14]=2)[O:3]1.C(=O)([O-])[O-].[Cs+].[Cs+].I[CH2:27][CH3:28]. Product: [CH3:8][C:6]1([CH3:7])[C:2]([CH3:19])([CH3:1])[O:3][B:4]([C:9]2[CH:10]=[C:11]([CH2:15][C:16]([O:18][CH2:27][CH3:28])=[O:17])[CH:12]=[CH:13][CH:14]=2)[O:5]1. The catalyst class is: 163. (4) Reactant: [NH2:1][C:2]1[C:7]([F:8])=[CH:6][CH:5]=[CH:4][C:3]=1[C:9]1[CH:14]=[CH:13][C:12]([C@H:15]([NH:17][C:18]([C:20]2([NH:23]C(=O)C(F)(F)F)[CH2:22][CH2:21]2)=[O:19])[CH3:16])=[C:11]([F:30])[CH:10]=1.[OH-].[Na+]. Product: [NH2:23][C:20]1([C:18]([NH:17][C@@H:15]([C:12]2[CH:13]=[CH:14][C:9]([C:3]3[CH:4]=[CH:5][CH:6]=[C:7]([F:8])[C:2]=3[NH2:1])=[CH:10][C:11]=2[F:30])[CH3:16])=[O:19])[CH2:22][CH2:21]1. The catalyst class is: 5. (5) Reactant: [Br:1][C:2]1[C:9](C)=[CH:8][C:7]([CH3:11])=[C:6]([CH3:12])[C:3]=1[CH:4]=[O:5].[H-].[CH2:14]([Al+]CC(C)C)C(C)C.C1(C)C=CC=CC=1.C(C(C(C([O-])=O)O)O)([O-])=O.[Na+].[K+]. The catalyst class is: 7. Product: [Br:1][C:2]1([CH3:14])[CH:9]=[CH:8][C:7]([CH3:11])=[C:6]([CH3:12])[CH:3]1[CH2:4][OH:5]. (6) Reactant: [Cl:1][C:2]1[CH:7]=[CH:6][C:5]([O:8]C)=[C:4]([CH2:10][C:11]2[CH:16]=[CH:15][CH:14]=[CH:13][C:12]=2OC)[CH:3]=1.B(Br)(Br)Br.[OH2:23]. Product: [CH3:7][CH2:2][CH2:3][CH:4]([CH3:10])[CH3:5].[Cl:1][C:2]1[CH:7]=[CH:6][C:5]([OH:8])=[C:4]([CH:10]([OH:23])[C:11]2[CH:16]=[CH:15][CH:14]=[CH:13][CH:12]=2)[CH:3]=1. The catalyst class is: 2. (7) Reactant: [N:1]1[CH:6]=[CH:5][C:4](B(O)O)=[CH:3][CH:2]=1.Cl[C:11]1[C:16]([N+:17]([O-:19])=[O:18])=[C:15]([NH2:20])[CH:14]=[CH:13][N:12]=1.C([O-])([O-])=O.[Na+].[Na+].CCOC(C)=O. The catalyst class is: 117. Product: [N+:17]([C:16]1[C:11]([C:4]2[CH:5]=[CH:6][N:1]=[CH:2][CH:3]=2)=[N:12][CH:13]=[CH:14][C:15]=1[NH2:20])([O-:19])=[O:18]. (8) Reactant: Br[C:2]1[C:7](=[O:8])[N:6]([CH2:9][C:10]2[CH:15]=[CH:14][C:13]([O:16][CH3:17])=[CH:12][CH:11]=2)[N:5]=[C:4]([CH2:18][N:19]2[C:24](=[O:25])[C:23]([O:26][C:27]3[CH:28]=[C:29]([CH:32]=[C:33]([Cl:35])[CH:34]=3)[C:30]#[N:31])=[C:22]([C:36]([F:39])([F:38])[F:37])[N:21]=[CH:20]2)[CH:3]=1.C(N(CC)CC)C.CN([CH:50]=[O:51])C.[CH3:52][OH:53]. Product: [Cl:35][C:33]1[CH:34]=[C:27]([CH:28]=[C:29]([C:30]#[N:31])[CH:32]=1)[O:26][C:23]1[C:24](=[O:25])[N:19]([CH2:18][C:4]2[CH:3]=[C:2]([C:52]([O:51][CH3:50])=[O:53])[C:7](=[O:8])[N:6]([CH2:9][C:10]3[CH:15]=[CH:14][C:13]([O:16][CH3:17])=[CH:12][CH:11]=3)[N:5]=2)[CH:20]=[N:21][C:22]=1[C:36]([F:39])([F:38])[F:37]. The catalyst class is: 6. (9) Reactant: [Cl:1][C:2]1[C:3]2[C:10]([I:11])=[CH:9][NH:8][C:4]=2[N:5]=[CH:6][N:7]=1.[H-].[Na+].I[CH:15]([CH3:17])[CH3:16].O. Product: [Cl:1][C:2]1[C:3]2[C:10]([I:11])=[CH:9][N:8]([CH:15]([CH3:17])[CH3:16])[C:4]=2[N:5]=[CH:6][N:7]=1. The catalyst class is: 3. (10) Reactant: CC(O[C:5](/[N:7]=[N:8]/C(OC(C)C)=O)=O)C.[F:15][C:16]([F:40])([F:39])[C:17]1[N:21]2[N:22]=[C:23]([N:26]3[CH2:31][CH2:30][CH:29]([C:32]4[CH:37]=[CH:36][C:35]([OH:38])=[CH:34][CH:33]=4)[CH2:28][CH2:27]3)[CH:24]=[CH:25][C:20]2=[N:19][N:18]=1.[C:41]1(P([C:43]2[CH:44]=[CH:45]C=[CH:41][CH:42]=2)[C:43]2[CH:44]=[CH:45]C=[CH:41][CH:42]=2)C=[CH:45][CH:44]=[CH:43][CH:42]=1. Product: [CH3:5][N:7]1[C:43]([CH2:42][CH2:41][O:38][C:35]2[CH:36]=[CH:37][C:32]([CH:29]3[CH2:30][CH2:31][N:26]([C:23]4[CH:24]=[CH:25][C:20]5[N:21]([C:17]([C:16]([F:15])([F:39])[F:40])=[N:18][N:19]=5)[N:22]=4)[CH2:27][CH2:28]3)=[CH:33][CH:34]=2)=[CH:44][CH:45]=[N:8]1. The catalyst class is: 1.